This data is from Full USPTO retrosynthesis dataset with 1.9M reactions from patents (1976-2016). The task is: Predict the reactants needed to synthesize the given product. (1) Given the product [N:15]1[CH:20]=[CH:19][CH:18]=[CH:17][C:16]=1[N:21]([CH2:33][CH2:34][C:35]([O:37][CH2:38][CH3:39])=[O:36])[C:22]([C:23]1[CH:28]=[CH:27][C:26]2[N:29]([CH3:41])[C:30]([CH2:14][N:9]([C:6]3[CH:7]=[CH:8][C:3]([C:1]#[N:2])=[CH:4][CH:5]=3)[CH3:10])=[N:31][C:25]=2[CH:24]=1)=[O:32], predict the reactants needed to synthesize it. The reactants are: [C:1]([C:3]1[CH:8]=[CH:7][C:6]([N:9]([CH3:14])[CH2:10]C(O)=O)=[CH:5][CH:4]=1)#[N:2].[N:15]1[CH:20]=[CH:19][CH:18]=[CH:17][C:16]=1[N:21]([CH2:33][CH2:34][C:35]([O:37][CH2:38][CH3:39])=[O:36])[C:22](=[O:32])[C:23]1[CH:28]=[CH:27][C:26]([NH:29][CH3:30])=[C:25]([NH2:31])[CH:24]=1.Cl[CH2:41]Cl.CO. (2) Given the product [C:1]([N:4]([CH3:20])[C:5]1[N:10]=[CH:9][C:8]([NH:11][C:12]([N:35]2[CH2:36][CH2:37][N:32]([C:29]3[S:30][CH:31]=[C:27]([C:21]4[CH:26]=[CH:25][CH:24]=[CH:23][CH:22]=4)[N:28]=3)[CH2:33][CH2:34]2)=[O:19])=[CH:7][CH:6]=1)(=[O:3])[CH3:2], predict the reactants needed to synthesize it. The reactants are: [C:1]([N:4]([CH3:20])[C:5]1[N:10]=[CH:9][C:8]([NH:11][C:12](=[O:19])OCC(Cl)(Cl)Cl)=[CH:7][CH:6]=1)(=[O:3])[CH3:2].[C:21]1([C:27]2[N:28]=[C:29]([N:32]3[CH2:37][CH2:36][NH:35][CH2:34][CH2:33]3)[S:30][CH:31]=2)[CH:26]=[CH:25][CH:24]=[CH:23][CH:22]=1.C(N(C(C)C)CC)(C)C.CS(C)=O. (3) Given the product [O:4]=[C:3]1[N:5]([C:6]2[CH:11]=[CH:10][CH:9]=[C:8]([O:12][C:13]([F:16])([F:15])[F:14])[CH:7]=2)[CH2:17][CH2:18][N:19]([C:20]([O:21][C:22]([CH3:25])([CH3:24])[CH3:23])=[O:26])[CH2:2]1, predict the reactants needed to synthesize it. The reactants are: Cl[CH2:2][C:3]([N:5]([CH2:17][CH2:18][NH:19][C:20](=[O:26])[O:21][C:22]([CH3:25])([CH3:24])[CH3:23])[C:6]1[CH:11]=[CH:10][CH:9]=[C:8]([O:12][C:13]([F:16])([F:15])[F:14])[CH:7]=1)=[O:4].C(=O)([O-])[O-].[Cs+].[Cs+].C(OCC)(=O)C. (4) The reactants are: [CH2:1]([O:3][C:4]([C:6]1[O:10][C:9]([C:11]2(Br)[CH2:16][CH2:15][CH2:14][CH2:13][CH2:12]2)=[N:8][C:7]=1[CH2:18]Br)=[O:5])C.C[O-].[Na+].[C:23](O)(=[O:25])C. Given the product [CH3:1][O:3][C:4]([C:6]1[O:10][C:9]([C:11]2[CH2:16][CH2:15][CH2:14][CH2:13][CH:12]=2)=[N:8][C:7]=1[CH2:18][O:25][CH3:23])=[O:5], predict the reactants needed to synthesize it. (5) Given the product [CH:7]1[C:2]2[C:25]3([C:26]4[CH:14]=[CH:15][CH:16]=[CH:17][C:18]=4[C:19]4[C:24]3=[CH:23][CH:22]=[CH:21][CH:20]=4)[C:13]3[C:8](=[CH:9][CH:10]=[CH:11][CH:12]=3)[C:3]=2[CH:4]=[CH:5][CH:6]=1, predict the reactants needed to synthesize it. The reactants are: Br[C:2]1[CH:7]=[CH:6][CH:5]=[CH:4][C:3]=1[C:8]1[CH:13]=[CH:12][CH:11]=[CH:10][CH:9]=1.[C:14]1(=O)[C:26]2[C:18]([C:19]3[C:24]([CH:25]=2)=[CH:23][CH:22]=[CH:21][CH:20]=3)=[CH:17][CH:16]=[CH:15]1. (6) Given the product [CH:1]1([CH2:4][O:5][C:6]2[CH:7]=[C:8]3[C:14]([C:15]4[CH:16]=[N:17][N:18]([CH3:20])[CH:19]=4)=[CH:13][NH:12][C:9]3=[N:10][CH:11]=2)[CH2:2][CH2:3]1, predict the reactants needed to synthesize it. The reactants are: [CH:1]1([CH2:4][O:5][C:6]2[CH:7]=[C:8]3[C:14]([C:15]4[CH:16]=[N:17][N:18]([CH3:20])[CH:19]=4)=[CH:13][N:12](COCC[Si](C)(C)C)[C:9]3=[N:10][CH:11]=2)[CH2:3][CH2:2]1.CCCC[N+](CCCC)(CCCC)CCCC.[F-].CCOC(C)=O.C([O-])(O)=O.[Na+]. (7) Given the product [C:12]1([N:4]2[CH:5]=[C:6]([C:7]([O:9][CH2:10][CH3:11])=[O:8])[C:2]([NH:1][CH2:24][C:19]3[CH:20]=[N:21][CH:22]=[CH:23][N:18]=3)=[N:3]2)[CH:17]=[CH:16][CH:15]=[CH:14][CH:13]=1, predict the reactants needed to synthesize it. The reactants are: [NH2:1][C:2]1[C:6]([C:7]([O:9][CH2:10][CH3:11])=[O:8])=[CH:5][N:4]([C:12]2[CH:17]=[CH:16][CH:15]=[CH:14][CH:13]=2)[N:3]=1.[N:18]1[CH:23]=[CH:22][N:21]=[CH:20][C:19]=1[CH:24]=O.C(O)(=O)C.C(O[BH-](OC(=O)C)OC(=O)C)(=O)C.[Na+].